From a dataset of Reaction yield outcomes from USPTO patents with 853,638 reactions. Predict the reaction yield, written as a fraction of the theoretical maximum amount of product (1.0 means a 100% yield; for example, 0.34 means a 34% yield). (1) The reactants are [CH:1]1([C:4]2[N:13]=[C:12]([N:14]3[CH2:19][CH2:18][N:17](C(OC(C)(C)C)=O)[CH2:16][CH2:15]3)[C:11]3[C:6](=[CH:7][C:8]([O:29][CH3:30])=[C:9]([O:27][CH3:28])[CH:10]=3)[N:5]=2)[CH2:3][CH2:2]1.[F:31][C:32]([F:37])([F:36])[C:33]([OH:35])=[O:34]. The catalyst is ClCCl. The product is [F:31][C:32]([F:37])([F:36])[C:33]([OH:35])=[O:34].[CH:1]1([C:4]2[N:13]=[C:12]([N:14]3[CH2:15][CH2:16][NH:17][CH2:18][CH2:19]3)[C:11]3[C:6](=[CH:7][C:8]([O:29][CH3:30])=[C:9]([O:27][CH3:28])[CH:10]=3)[N:5]=2)[CH2:3][CH2:2]1. The yield is 0.0500. (2) The reactants are [OH:1][C:2]1[CH:7]=[CH:6][CH:5]=[CH:4][C:3]=1[C:8]([F:11])([F:10])[F:9].F[C:13]1[CH:18]=[CH:17][C:16]([F:19])=[CH:15][C:14]=1[N+:20]([O-:22])=[O:21].[F:23][C:24]1[CH:25]=[CH:26][C:27]([O:31][C:32]2[CH:37]=[CH:36][CH:35]=[CH:34][C:33]=2[C:38]([F:41])([F:40])[F:39])=[C:28]([CH:30]=1)[NH2:29].[NH2:42][C:43]1[S:44][CH:45]=[CH:46][N:47]=1. No catalyst specified. The product is [F:19][C:16]1[CH:17]=[CH:18][C:13]([O:1][C:2]2[CH:7]=[CH:6][CH:5]=[CH:4][C:3]=2[C:8]([F:9])([F:10])[F:11])=[C:14]([N+:20]([O-:22])=[O:21])[CH:15]=1.[F:23][C:24]1[CH:25]=[CH:26][C:27]([O:31][C:32]2[CH:37]=[CH:36][CH:35]=[CH:34][C:33]=2[C:38]([F:39])([F:40])[F:41])=[C:28]([NH:29][C:2]([NH:42][C:43]2[S:44][CH:45]=[CH:46][N:47]=2)=[O:1])[CH:30]=1. The yield is 0.780.